Dataset: Forward reaction prediction with 1.9M reactions from USPTO patents (1976-2016). Task: Predict the product of the given reaction. (1) Given the reactants FC(F)(F)C(O)=O.[Cl:8][C:9]1[CH:10]=[C:11]([CH:15]2[C:19]([C:22]3[CH:27]=[CH:26][C:25]([Cl:28])=[CH:24][CH:23]=3)([C:20]#[N:21])[CH:18]([CH2:29][C:30]([CH3:33])([CH3:32])[CH3:31])[NH:17][CH:16]2[C:34]([OH:36])=O)[CH:12]=[CH:13][CH:14]=1.[NH2:37][CH2:38][CH2:39][CH2:40][OH:41].CN(C(ON1N=NC2C=CC=NC1=2)=[N+](C)C)C.F[P-](F)(F)(F)(F)F.CCN(C(C)C)C(C)C, predict the reaction product. The product is: [OH:41][CH2:40][CH2:39][CH2:38][NH:37][C:34]([CH:16]1[CH:15]([C:11]2[CH:12]=[CH:13][CH:14]=[C:9]([Cl:8])[CH:10]=2)[C:19]([C:22]2[CH:23]=[CH:24][C:25]([Cl:28])=[CH:26][CH:27]=2)([C:20]#[N:21])[CH:18]([CH2:29][C:30]([CH3:32])([CH3:33])[CH3:31])[NH:17]1)=[O:36]. (2) Given the reactants [O:1]1[C:6]2[CH:7]=[CH:8][C:9]([CH2:11][CH2:12][OH:13])=[CH:10][C:5]=2[O:4][CH2:3][CH2:2]1.[S:14](Cl)([C:17]1[CH:23]=[CH:22][C:20]([CH3:21])=[CH:19][CH:18]=1)(=[O:16])=[O:15], predict the reaction product. The product is: [O:1]1[C:6]2[CH:7]=[CH:8][C:9]([CH2:11][CH2:12][O:13][S:14]([C:17]3[CH:23]=[CH:22][C:20]([CH3:21])=[CH:19][CH:18]=3)(=[O:16])=[O:15])=[CH:10][C:5]=2[O:4][CH2:3][CH2:2]1.